This data is from Retrosynthesis with 50K atom-mapped reactions and 10 reaction types from USPTO. The task is: Predict the reactants needed to synthesize the given product. (1) Given the product Cn1cc(-c2cc(N)ccc2Oc2ccc(F)c(F)c2)c2cc[nH]c2c1=O, predict the reactants needed to synthesize it. The reactants are: Cn1cc(-c2cc([N+](=O)[O-])ccc2Oc2ccc(F)c(F)c2)c2cc[nH]c2c1=O. (2) Given the product Cc1cnc(N2CCN(C(=O)c3ccc(N4CC(C)(C)OC4=O)cc3F)CC2)c(C)c1, predict the reactants needed to synthesize it. The reactants are: CC1(C)CNC(=O)O1.Cc1cnc(N2CCN(C(=O)c3ccc(Br)cc3F)CC2)c(C)c1. (3) Given the product COC(=O)c1c(CBr)noc1C(C)C, predict the reactants needed to synthesize it. The reactants are: BrC(Br)(Br)Br.COC(=O)c1c(CO)noc1C(C)C. (4) The reactants are: N#Cc1cccc(Oc2ncccc2C(=O)O)c1.NCc1ccc(S(N)(=O)=O)cc1. Given the product N#Cc1cccc(Oc2ncccc2C(=O)NCc2ccc(S(N)(=O)=O)cc2)c1, predict the reactants needed to synthesize it. (5) Given the product CN(C)CC(=O)N1CCC(c2nc(I)c3c(N)nccn23)CC1, predict the reactants needed to synthesize it. The reactants are: CN(C)CC(=O)Cl.Nc1nccn2c(C3CCNCC3)nc(I)c12.